This data is from Full USPTO retrosynthesis dataset with 1.9M reactions from patents (1976-2016). The task is: Predict the reactants needed to synthesize the given product. (1) Given the product [CH3:43][N:41]([CH3:42])[C:40](=[O:44])[NH:39][C:36]1[CH:37]=[CH:38][C:33]([S:30]([CH:27]([CH3:28])[CH3:29])(=[O:32])=[O:31])=[C:34]([C@H:45]2[CH2:49][CH2:48][CH2:47][N:46]2[C:12](=[O:13])[C@H:11]([NH:10][C:8]2[CH:9]=[C:4]([CH:5]=[CH:6][C:7]=2[F:25])[C:1]([NH2:2])=[O:3])[C:15]2[CH:20]=[CH:19][C:18]([F:21])=[C:17]([O:22][CH2:23][CH3:24])[CH:16]=2)[CH:35]=1, predict the reactants needed to synthesize it. The reactants are: [C:1]([C:4]1[CH:5]=[CH:6][C:7]([F:25])=[C:8]([NH:10][CH:11]([C:15]2[CH:20]=[CH:19][C:18]([F:21])=[C:17]([O:22][CH2:23][CH3:24])[CH:16]=2)[C:12](O)=[O:13])[CH:9]=1)(=[O:3])[NH2:2].Cl.[CH:27]([S:30]([C:33]1[CH:38]=[CH:37][C:36]([NH:39][C:40](=[O:44])[N:41]([CH3:43])[CH3:42])=[CH:35][C:34]=1[C@H:45]1[CH2:49][CH2:48][CH2:47][NH:46]1)(=[O:32])=[O:31])([CH3:29])[CH3:28]. (2) Given the product [F:1][C:2]1[CH:3]=[C:4]([NH:24][C:28](=[O:29])[CH2:27][C:26]([NH:31][C:32]2[CH:33]=[CH:34][CH:35]=[CH:36][CH:37]=2)=[O:25])[CH:5]=[CH:6][C:7]=1[O:8][C:9]1[CH:14]=[CH:13][N:12]=[C:11]2[CH:15]=[C:16]([C:18]3[N:19]([CH3:23])[CH:20]=[CH:21][N:22]=3)[S:17][C:10]=12, predict the reactants needed to synthesize it. The reactants are: [F:1][C:2]1[CH:3]=[C:4]([NH2:24])[CH:5]=[CH:6][C:7]=1[O:8][C:9]1[CH:14]=[CH:13][N:12]=[C:11]2[CH:15]=[C:16]([C:18]3[N:19]([CH3:23])[CH:20]=[CH:21][N:22]=3)[S:17][C:10]=12.[O:25]=[C:26]([NH:31][C:32]1[CH:37]=[CH:36][CH:35]=[CH:34][CH:33]=1)[CH2:27][C:28](O)=[O:29].F[P-](F)(F)(F)(F)F.N1(O[P+](N(C)C)(N(C)C)N(C)C)C2C=CC=CC=2N=N1.CCN(C(C)C)C(C)C.